This data is from Reaction yield outcomes from USPTO patents with 853,638 reactions. The task is: Predict the reaction yield, written as a fraction of the theoretical maximum amount of product (1.0 means a 100% yield; for example, 0.34 means a 34% yield). The reactants are [CH3:1][CH:2]1[CH2:11][CH2:10][C:9]2[C:4](=[CH:5][CH:6]=[CH:7][C:8]=2[O:12][C:13]2[CH:18]=[CH:17][CH:16]=[CH:15][CH:14]=2)[NH:3]1.[Br:19]N1C(=O)CCC1=O. The catalyst is C(#N)C. The product is [Br:19][C:7]1[C:8]([O:12][C:13]2[CH:18]=[CH:17][CH:16]=[CH:15][CH:14]=2)=[C:9]2[C:4](=[CH:5][CH:6]=1)[NH:3][CH:2]([CH3:1])[CH2:11][CH2:10]2. The yield is 0.790.